From a dataset of Reaction yield outcomes from USPTO patents with 853,638 reactions. Predict the reaction yield, written as a fraction of the theoretical maximum amount of product (1.0 means a 100% yield; for example, 0.34 means a 34% yield). (1) The reactants are [Li+].C[Si]([N-][Si](C)(C)C)(C)C.[Cl:11][C:12]1[CH:17]=[CH:16][N:15]=[C:14]([NH2:18])[CH:13]=1.[CH3:19][C:20]([O:23][C:24](O[C:24]([O:23][C:20]([CH3:22])([CH3:21])[CH3:19])=[O:25])=[O:25])([CH3:22])[CH3:21]. The catalyst is C1COCC1. The product is [Cl:11][C:12]1[CH:17]=[CH:16][N:15]=[C:14]([NH:18][C:24](=[O:25])[O:23][C:20]([CH3:22])([CH3:21])[CH3:19])[CH:13]=1. The yield is 0.810. (2) The reactants are [S:1]1[CH:5]=[CH:4][CH:3]=[C:2]1[C:6](Cl)=[O:7].[NH2:9][C:10]1[CH:11]=[C:12]([CH:25]=[CH:26][CH:27]=1)[C:13]([C:15]1[CH:23]=[C:22]2[C:18]([CH2:19][C:20](=[O:24])[NH:21]2)=[CH:17][CH:16]=1)=[O:14]. The catalyst is C1COCC1. The product is [O:24]=[C:20]1[CH2:19][C:18]2[C:22](=[CH:23][C:15]([C:13]([C:12]3[CH:11]=[C:10]([NH:9][C:6]([C:2]4[S:1][CH:5]=[CH:4][CH:3]=4)=[O:7])[CH:27]=[CH:26][CH:25]=3)=[O:14])=[CH:16][CH:17]=2)[NH:21]1. The yield is 0.840. (3) The yield is 0.980. The reactants are [Br:1]Br.[C:3]([O:7][C:8]([N:10]1[CH2:15][CH2:14][N:13]([C:16]2[C:25]3[C:20](=[CH:21][N:22]=[CH:23][CH:24]=3)[CH:19]=[C:18]([C:26]3[CH:31]=[CH:30][N:29]=[C:28]([Cl:32])[CH:27]=3)[N:17]=2)[CH2:12][CH2:11]1)=[O:9])([CH3:6])([CH3:5])[CH3:4]. The catalyst is C(Cl)Cl.C(OCC)(=O)C. The product is [C:3]([O:7][C:8]([N:10]1[CH2:15][CH2:14][N:13]([C:16]2[C:25]3[C:20](=[CH:21][N:22]=[CH:23][CH:24]=3)[C:19]([Br:1])=[C:18]([C:26]3[CH:31]=[CH:30][N:29]=[C:28]([Cl:32])[CH:27]=3)[N:17]=2)[CH2:12][CH2:11]1)=[O:9])([CH3:6])([CH3:4])[CH3:5].